This data is from Catalyst prediction with 721,799 reactions and 888 catalyst types from USPTO. The task is: Predict which catalyst facilitates the given reaction. Reactant: C[Al](C)C.[C:5]([NH2:9])([CH3:8])([CH3:7])[CH3:6].C[O:11][C:12]([C:14]1[CH:19]=[C:18]([N:20]2[CH2:25][CH2:24][N:23]([C:26]([O:28][C:29]([CH3:32])([CH3:31])[CH3:30])=[O:27])[CH2:22][CH2:21]2)[N:17]=[C:16]([C:33]2[CH:38]=[CH:37][N:36]=[C:35]([Cl:39])[CH:34]=2)[CH:15]=1)=O. Product: [C:29]([O:28][C:26]([N:23]1[CH2:22][CH2:21][N:20]([C:18]2[N:17]=[C:16]([C:33]3[CH:38]=[CH:37][N:36]=[C:35]([Cl:39])[CH:34]=3)[CH:15]=[C:14]([C:12](=[O:11])[NH:9][C:5]([CH3:8])([CH3:7])[CH3:6])[CH:19]=2)[CH2:25][CH2:24]1)=[O:27])([CH3:32])([CH3:30])[CH3:31]. The catalyst class is: 11.